Dataset: Catalyst prediction with 721,799 reactions and 888 catalyst types from USPTO. Task: Predict which catalyst facilitates the given reaction. Reactant: Cl.C(O)C.C(OC(=O)[N:11]([C:16]1[CH:21]=[CH:20][C:19]([C:22](=[O:37])[NH:23][CH2:24][C:25]2[S:26][C:27]([CH2:30][C:31]3[CH:36]=[CH:35][CH:34]=[CH:33][CH:32]=3)=[CH:28][CH:29]=2)=[CH:18][N:17]=1)[CH2:12][C:13](=[O:15])[NH2:14])(C)(C)C.C(=O)(O)[O-].[Na+]. Product: [CH2:30]([C:27]1[S:26][C:25]([CH2:24][NH:23][C:22](=[O:37])[C:19]2[CH:20]=[CH:21][C:16]([NH:11][CH2:12][C:13](=[O:15])[NH2:14])=[N:17][CH:18]=2)=[CH:29][CH:28]=1)[C:31]1[CH:36]=[CH:35][CH:34]=[CH:33][CH:32]=1. The catalyst class is: 13.